This data is from Full USPTO retrosynthesis dataset with 1.9M reactions from patents (1976-2016). The task is: Predict the reactants needed to synthesize the given product. (1) Given the product [CH3:11][C:10]([NH:9][C:5]1[CH:6]=[CH:7][CH:8]=[C:3]([O:2][CH3:1])[CH:4]=1)=[O:12], predict the reactants needed to synthesize it. The reactants are: [CH3:1][O:2][C:3]1[CH:8]=[CH:7][CH:6]=[C:5]([NH2:9])[CH:4]=1.[C:10](OC(=O)C)(=[O:12])[CH3:11]. (2) The reactants are: [CH2:1]([NH:5][CH2:6][CH2:7]O)[CH2:2][CH2:3][CH3:4].[Cl-].[N-:10]=[N+:11]=[N-:12].[Na+].C([O-])(O)=O.[Na+].[Cl:19][CH2:20][C:21](O[C:21](=[O:22])[CH2:20][Cl:19])=[O:22]. Given the product [CH2:1]([N:5]([CH2:6][CH2:7][N:10]=[N+:11]=[N-:12])[C:21](=[O:22])[CH2:20][Cl:19])[CH2:2][CH2:3][CH3:4], predict the reactants needed to synthesize it. (3) Given the product [Cl:1][C:2]1[N:6]([C:7]2[CH:12]=[C:11]([S:13]([CH2:14][C:15]([F:18])([F:17])[F:16])=[O:39])[C:10]([CH3:19])=[CH:9][C:8]=2[F:20])[N:5]=[C:4]([O:21][C:22]([F:30])([F:29])[CH:23]([F:28])[C:24]([F:25])([F:26])[F:27])[CH:3]=1, predict the reactants needed to synthesize it. The reactants are: [Cl:1][C:2]1[N:6]([C:7]2[CH:12]=[C:11]([S:13][CH2:14][C:15]([F:18])([F:17])[F:16])[C:10]([CH3:19])=[CH:9][C:8]=2[F:20])[N:5]=[C:4]([O:21][C:22]([F:30])([F:29])[CH:23]([F:28])[C:24]([F:27])([F:26])[F:25])[CH:3]=1.ClC1C=CC=C(C(OO)=[O:39])C=1. (4) The reactants are: Cl.O1CCOCC1.[Br:8][C:9]1[CH:10]=[CH:11][C:12]([O:18][C:19]2[CH:24]=[CH:23][CH:22]=[CH:21][C:20]=2[C:25]2[CH:30]=[C:29]([N:31]3[CH2:36][CH2:35][O:34][CH2:33][CH2:32]3)[CH:28]=[C:27]([O:37]CC3C=CC(OC)=CC=3)[N:26]=2)=[C:13]([CH:17]=1)[C:14]([OH:16])=[O:15]. Given the product [Br:8][C:9]1[CH:10]=[CH:11][C:12]([O:18][C:19]2[CH:24]=[CH:23][CH:22]=[CH:21][C:20]=2[C:25]2[NH:26][C:27](=[O:37])[CH:28]=[C:29]([N:31]3[CH2:32][CH2:33][O:34][CH2:35][CH2:36]3)[CH:30]=2)=[C:13]([CH:17]=1)[C:14]([OH:16])=[O:15], predict the reactants needed to synthesize it. (5) Given the product [CH2:1]([N:8]1[CH2:13][CH2:12][N:11]([C:14]([O:16][C:17]([CH3:18])([CH3:19])[CH3:20])=[O:15])[C@H:10]([CH2:21][C:22]([OH:30])=[O:23])[CH2:9]1)[C:2]1[CH:7]=[CH:6][CH:5]=[CH:4][CH:3]=1, predict the reactants needed to synthesize it. The reactants are: [CH2:1]([N:8]1[CH2:13][CH2:12][N:11]([C:14]([O:16][C:17]([CH3:20])([CH3:19])[CH3:18])=[O:15])[C@H:10]([CH2:21][CH:22]=[O:23])[CH2:9]1)[C:2]1[CH:7]=[CH:6][CH:5]=[CH:4][CH:3]=1.CC(=CC)C.Cl([O-])=[O:30].[Na+].P([O-])(O)(O)=O.[Na+]. (6) Given the product [F:19][B-:20]([F:23])([F:22])[F:21].[C:15]([C:12]1[CH:13]=[CH:14][C:9]([O:8][C:6]([N:1]2[CH:5]=[CH:4][N+:3]([CH3:24])=[CH:2]2)=[O:7])=[CH:10][CH:11]=1)([CH3:18])([CH3:17])[CH3:16], predict the reactants needed to synthesize it. The reactants are: [N:1]1([C:6]([O:8][C:9]2[CH:14]=[CH:13][C:12]([C:15]([CH3:18])([CH3:17])[CH3:16])=[CH:11][CH:10]=2)=[O:7])[CH:5]=[CH:4][N:3]=[CH:2]1.[F:19][B-:20]([F:23])([F:22])[F:21].[CH3:24][O+](C)C. (7) The reactants are: [Br:1][C:2]1[N:15]=[C:5]2[C:6]([O:13][CH3:14])=[CH:7][C:8]([C:10]([OH:12])=O)=[CH:9][N:4]2[N:3]=1.[CH3:16][CH:17]1[CH2:22][NH:21][CH:20]([CH2:23][CH2:24][OH:25])[CH2:19][O:18]1.C(N(CC)C(C)C)(C)C.CN(C(ON1N=NC2C=CC=NC1=2)=[N+](C)C)C.F[P-](F)(F)(F)(F)F. Given the product [Br:1][C:2]1[N:15]=[C:5]2[C:6]([O:13][CH3:14])=[CH:7][C:8]([C:10]([N:21]3[CH:20]([CH2:23][CH2:24][OH:25])[CH2:19][O:18][CH:17]([CH3:16])[CH2:22]3)=[O:12])=[CH:9][N:4]2[N:3]=1, predict the reactants needed to synthesize it. (8) Given the product [CH2:15]([C:14]([OH:17])([CH2:18][CH3:19])[C:13]#[C:12][C:9]1[CH:10]=[CH:11][C:6]([C:3]([CH2:4][CH3:5])([C:21]2[CH:26]=[CH:25][C:24]([B:50]3[O:51][C:52]([CH3:57])([CH3:58])[C:53]([CH3:55])([CH3:56])[O:54]3)=[C:23]([CH3:35])[CH:22]=2)[CH2:1][CH3:2])=[CH:7][C:8]=1[CH3:20])[CH3:16], predict the reactants needed to synthesize it. The reactants are: [CH2:1]([C:3]([C:21]1[CH:26]=[CH:25][C:24](OS(C(F)(F)F)(=O)=O)=[C:23]([CH3:35])[CH:22]=1)([C:6]1[CH:11]=[CH:10][C:9]([C:12]#[C:13][C:14]([CH2:18][CH3:19])([OH:17])[CH2:15][CH3:16])=[C:8]([CH3:20])[CH:7]=1)[CH2:4][CH3:5])[CH3:2].C([O-])(=O)C.[K+].[B:50]1([B:50]2[O:54][C:53]([CH3:56])([CH3:55])[C:52]([CH3:58])([CH3:57])[O:51]2)[O:54][C:53]([CH3:56])([CH3:55])[C:52]([CH3:58])([CH3:57])[O:51]1.C(=O)(O)[O-].[Na+]. (9) Given the product [Br:1][C:2]1[C:3]([C:7]2[CH:8]=[CH:9][C:10]([F:13])=[CH:11][CH:12]=2)=[N:4][N:5]([CH2:17][CH3:18])[CH:6]=1.[Br:1][C:2]1[CH:6]=[N:5][N:4]([CH2:19][CH3:20])[C:3]=1[C:7]1[CH:8]=[CH:9][C:10]([F:13])=[CH:11][CH:12]=1, predict the reactants needed to synthesize it. The reactants are: [Br:1][C:2]1[C:3]([C:7]2[CH:12]=[CH:11][C:10]([F:13])=[CH:9][CH:8]=2)=[N:4][NH:5][CH:6]=1.[H-].[Na+].I[CH2:17][CH3:18].[C:19](O)(=O)[CH3:20]. (10) Given the product [N+:38]([C:35]1[CH:34]=[C:33]([N+:41]([O-:43])=[O:42])[CH:32]=[CH:37][C:36]=1[N:17]1[C:18](=[O:20])[C:19]2[C:10]([NH:9][C:3]3[CH:4]=[CH:5][C:6]([I:8])=[CH:7][C:2]=3[F:1])=[CH:11][C:12](=[O:22])[N:13]([CH3:21])[C:14]=2[N:15]=[CH:16]1)([O-:40])=[O:39], predict the reactants needed to synthesize it. The reactants are: [F:1][C:2]1[CH:7]=[C:6]([I:8])[CH:5]=[CH:4][C:3]=1[NH:9][C:10]1[C:19]2[C:18](=[O:20])[NH:17][CH:16]=[N:15][C:14]=2[N:13]([CH3:21])[C:12](=[O:22])[CH:11]=1.[I-].[K+].C(=O)([O-])[O-].[K+].[K+].Cl[C:32]1[CH:37]=[CH:36][C:35]([N+:38]([O-:40])=[O:39])=[CH:34][C:33]=1[N+:41]([O-:43])=[O:42].